This data is from Experimentally validated miRNA-target interactions with 360,000+ pairs, plus equal number of negative samples. The task is: Binary Classification. Given a miRNA mature sequence and a target amino acid sequence, predict their likelihood of interaction. (1) The miRNA is hsa-miR-7113-5p with sequence UCCAGGGAGACAGUGUGUGAG. The protein sequence of the target gene is MTAAPASPQQMRDRLLQAIDSQSNIRNMVAVLEVISSLERYPITKEALEETRLGKLINDVRKKTKNEELAKRAKRLLRSWQKLIEPVHQNEVALRALAGAAGSANGGAHNCRPEMGVAGAPKSIHDLKNRNDIQRLPGQRLDRLGSRKRRGDQRDLGHPGPPHKVSKGSPDPLVPNASPLPTNGISGSPESLPSPLDGSGHLGPDGSRLEPSDNEKHSTKIPVNAVRPRPSSPGLGKPPVPCLQTKAAQLQQLDRADESPGPPYPRGSSRCSFSPRNSRHEGSFSRHRSSYIPKGQVSSP.... Result: 0 (no interaction). (2) The miRNA is hsa-miR-6779-5p with sequence CUGGGAGGGGCUGGGUUUGGC. The protein sequence of the target gene is MEFSGRKWRKLRLAGDQRNASYPHCLQFYLQPPSENISLIEFENLAIDRVKLLKSVENLGVSYVKGTEQYQSKLESELRKLKFSYRENLEDEYEPRRRDHISHFILRLAYCQSEELRRWFIQQEMDLLRFRFSILPKDKIQDFLKDSQLQFEAISDEEKTLREQEIVASSPSLSGLKLGFESIYKIPFADALDLFRGRKVYLEDGFAYVPLKDIVAIILNEFRAKLSKALALTARSLPAVQSDERLQPLLNHLSHSYTGQDYSTQGNVGKISLDQIDLLSTKSFPPCMRQLHKALRENHH.... Result: 1 (interaction). (3) The miRNA is mmu-miR-672-3p with sequence ACACACAGUCACUAUCUUCGA. The protein sequence of the target gene is MAVRRDSVWKYCWGVLMVLCRTAISKSIVLEPIYWNSSNSKFLPGQGLVLYPQIGDKLDIICPKVDSKTVGQYEYYKVYMVDKDQADRCTIKKENTPLLNCAKPDQDIKFTIKFQEFSPNLWGLEFQKNKDYYIISTSNGSLEGLDNQEGGVCQTRAMKILMKVGQDASSAGSTRNKDPTRRPELEAGTNGRSSTTSPFVKPNPGSSTDGNSAGHSGNNILGSEVALFAGIASGCIIFIVIIITLVVLLLKYRRRHRKHSPQHTTTLSLSTLATPKRSGNNNGSEPSDIIIPLRTADSVF.... Result: 0 (no interaction). (4) The miRNA is rno-miR-31a-5p with sequence AGGCAAGAUGCUGGCAUAGCUG. The protein sequence of the target gene is MFPLRALWLVWALLGVAGSCPEPCACVDKYAHQFADCAYKELREVPEGLPANVTTLSLSANKITVLRRGAFADVTQVTSLWLAHNEVRTVEPGALAVLSQLKNLDLSHNFISSFPWSDLRNLSALQLLKMNHNRLGSLPRDALGALPDLRSLRINNNRLRTLAPGTFDALSALSHLQLYHNPFHCGCGLVWLQAWAASTRVSLPEPDSIACASPPALQGVPVYRLPALPCAPPSVHLSAEPPLEAPGTPLRAGLAFVLHCIADGHPTPRLQWQLQIPGGTVVLEPPVLSGEDDGVGAEEG.... Result: 0 (no interaction). (5) The miRNA is dme-miR-314-3p with sequence UAUUCGAGCCAAUAAGUUCGG. The protein sequence of the target gene is MPILKQLVSSSVNSKRRSRADLTAEMISAPLGDFRHTMHVGRAGDAFGDTSFLTSKAREADDESLDEQASASKLSLLSRKFRGSKRSQSVTRGDREQRDMLGSLRDSALFVKNAMSLPQLNEKEAAEKDSSKLPKSLSSSPVKKADARDGGPKSPHRNGATGPHSPDPLLDEQAFGDLMDLPIMPKVSYGLKHAESILSFHIDLGPSMLGDVLSIMDKDQWGSEEEEEAGGYRDKEGPSSIVQAPPVLEVVPPLGRQESKASWDQASMLPPHAVEDDGWAVVAPSPSSARSVGSHTTRDS.... Result: 0 (no interaction). (6) The miRNA is mmu-miR-449a-5p with sequence UGGCAGUGUAUUGUUAGCUGGU. The protein sequence of the target gene is MAAAGAAVARSPGIGAGPALRARRSPPPRAARLPRLLVLLAAAAVGPGAGGAARLYRAGEDAVWVLDSGSVRGATANSSAAWLVQFYSSWCGHCIGYAPTWRALAGDVRDWASAIRVAALDCMEEKNQAVCHDYDIHFYPTFRYFKAFTKEFTTGENFKGPDRELRTVRQTMIDFLQNHTEGSRPPACPRLDPIQPSDVLSLLDNRGSHYVAIVFESNSSYLGREVILDLIPYESIVVTRALDGDKAFLEKLGVSSVPSCYLIYPNGSHGLINVVKPLRAFFSSYLKSLPDVRKKSLPLP.... Result: 0 (no interaction). (7) The miRNA is mmu-miR-139-5p with sequence UCUACAGUGCACGUGUCUCCAG. The protein sequence of the target gene is MTHETTTLISLKEAMKRVDNKLRALDTQFKELDVTKDNLTLRFEHHSKTLASQAAQDEIWTAALALGFTSMELNIVYSYVIEVLICLHTRMLQKLPDLVRSLPTLASVLRRKAKNKHVRLVWESVLQEYGLQERDVSALCTFFIVHGNKGEHYAANVRRMYIKDVSFMITNMVKNQALQDGLLRAVQIIEKGKQAQDPENSRAPLKELMPPVKD. Result: 1 (interaction). (8) Result: 0 (no interaction). The miRNA is hsa-miR-215-5p with sequence AUGACCUAUGAAUUGACAGAC. The protein sequence of the target gene is MSMRRSKAEGKRSLRELSEEEEEEEETEDEDTFEEEEALEKKQKGKATSSSGVCQVESCTADMSKAKQYHKRHKVCQFHAKAPHVRISGLHQRFCQQCSRFHALSEFDEAKRSCRRRLAGHNERRRKSTTD. (9) Result: 0 (no interaction). The protein sequence of the target gene is MADKEAGGGDAGPRETAPTSTYSSPARSLGDTGITPLSPSHILNDADPVSEQQTFLVVVAIDFGTTSSGYAYSFTKEPECIHVMRRWEGGDPGVSNQKTPTTILLTPERKFHSFGYAARDFYHDLDPSEAKQWLYLEKFKMKLHTTGDLTMDTDLTAANGKKVKALEIFAYALQYFKEQALKELSDQAGSDFENSDVRWVITVPAIWKQPAKQFMREAAYQAGLASPENSEQLIIALEPEAASIYCRKLRLHQMIELSSKAVVNGYSASDTVGAGFAQAKEHVRRNRQSRTFLVENVIGE.... The miRNA is hsa-miR-1281 with sequence UCGCCUCCUCCUCUCCC. (10) The miRNA is hsa-miR-4786-5p with sequence UGAGACCAGGACUGGAUGCACC. The protein sequence of the target gene is MNVMLENYKNLVFLAGIAVSKQDPITSLEQEKEPWNMKICEMVDESPAMCSSFTRDLWPEQDIKDSFQQVILRRHGKCEHENLQLRKGSANVVECKVYKKGYELNQCLTTTQSKIFPCDKYIKVFHKIFNSNRHKTRHTGEKPFKCKKCDESFCMLLHLHQHKRIHIRENSYQCEECDKVFKRFSTLTRHKRVHTGEKPFKCEECGKAFKHSSTLTTHKMIHTGEKPYRCEECGKAFYHSSHLTTHKVIHTGEKPFKCEECGKAFNHPSALTTHKFIHVKEKPYKCEECDKAFNRFSYLT.... Result: 1 (interaction).